This data is from NCI-60 drug combinations with 297,098 pairs across 59 cell lines. The task is: Regression. Given two drug SMILES strings and cell line genomic features, predict the synergy score measuring deviation from expected non-interaction effect. (1) Drug 1: CCCS(=O)(=O)NC1=C(C(=C(C=C1)F)C(=O)C2=CNC3=C2C=C(C=N3)C4=CC=C(C=C4)Cl)F. Drug 2: C1C(C(OC1N2C=NC3=C(N=C(N=C32)Cl)N)CO)O. Cell line: HOP-92. Synergy scores: CSS=18.6, Synergy_ZIP=-6.37, Synergy_Bliss=-0.926, Synergy_Loewe=-51.1, Synergy_HSA=-1.89. (2) Drug 1: CC1C(C(=O)NC(C(=O)N2CCCC2C(=O)N(CC(=O)N(C(C(=O)O1)C(C)C)C)C)C(C)C)NC(=O)C3=C4C(=C(C=C3)C)OC5=C(C(=O)C(=C(C5=N4)C(=O)NC6C(OC(=O)C(N(C(=O)CN(C(=O)C7CCCN7C(=O)C(NC6=O)C(C)C)C)C)C(C)C)C)N)C. Drug 2: B(C(CC(C)C)NC(=O)C(CC1=CC=CC=C1)NC(=O)C2=NC=CN=C2)(O)O. Cell line: LOX IMVI. Synergy scores: CSS=38.4, Synergy_ZIP=-9.29, Synergy_Bliss=-14.4, Synergy_Loewe=-18.1, Synergy_HSA=-13.8.